From a dataset of Full USPTO retrosynthesis dataset with 1.9M reactions from patents (1976-2016). Predict the reactants needed to synthesize the given product. (1) Given the product [Cl:1][C:2]1[CH:7]=[CH:6][C:5]([C:8]2[CH2:13][CH2:12][N:11]([S:22]([CH3:21])(=[O:24])=[O:23])[CH2:10][CH:9]=2)=[CH:4][CH:3]=1, predict the reactants needed to synthesize it. The reactants are: [Cl:1][C:2]1[CH:7]=[CH:6][C:5]([C:8]2[CH2:9][CH2:10][NH:11][CH2:12][CH:13]=2)=[CH:4][CH:3]=1.C(N(CC)CC)C.[CH3:21][S:22](Cl)(=[O:24])=[O:23]. (2) Given the product [F:16][C:15]1[CH:14]=[C:13]2[C:4]([C:5]3[N:9]([CH:10]4[CH2:17][CH:12]2[CH2:11]4)[C:8]([C:18]([NH:20][CH3:21])=[O:19])=[C:7]([C:22]([NH2:24])=[O:23])[N:6]=3)=[CH:3][C:2]=1[C:34]#[C:33][C@@:31]([OH:35])([C:28]1[CH:27]=[C:26]([CH3:25])[O:30][N:29]=1)[CH3:32], predict the reactants needed to synthesize it. The reactants are: Br[C:2]1[CH:3]=[C:4]2[C:13](=[CH:14][C:15]=1[F:16])[CH:12]1[CH2:17][CH:10]([CH2:11]1)[N:9]1[C:5]2=[N:6][C:7]([C:22]([NH2:24])=[O:23])=[C:8]1[C:18]([NH:20][CH3:21])=[O:19].[CH3:25][C:26]1[O:30][N:29]=[C:28]([C@:31]([OH:35])([C:33]#[CH:34])[CH3:32])[CH:27]=1. (3) The reactants are: Br[C:2]1[CH:3]=[CH:4][C:5]([CH2:15][CH3:16])=[C:6]([CH:8]2[C:12](=[O:13])[CH2:11][CH2:10][C:9]2=[O:14])[CH:7]=1.[Cl:17][C:18]1[CH:19]=[C:20]([OH:25])[CH:21]=[CH:22][C:23]=1[Cl:24].C(=O)([O-])[O-].[Cs+].[Cs+]. Given the product [Cl:17][C:18]1[CH:19]=[C:20]([CH:21]=[CH:22][C:23]=1[Cl:24])[O:25][C:2]1[CH:3]=[CH:4][C:5]([CH2:15][CH3:16])=[C:6]([CH:8]2[C:12](=[O:13])[CH2:11][CH2:10][C:9]2=[O:14])[CH:7]=1, predict the reactants needed to synthesize it. (4) Given the product [Si:34]([O:41][CH:42]1[CH2:47][CH2:46][CH:45]([O:1][C:2]2[CH:3]=[CH:4][C:5]([N:8]3[C:13](=[O:14])[C:12]([CH2:15][C:16]4[CH:21]=[CH:20][C:19]([C:22]5[CH:27]=[CH:26][CH:25]=[CH:24][C:23]=5[C:28]5[NH:69][C:70](=[O:71])[O:72][N:29]=5)=[CH:18][CH:17]=4)=[C:11]([CH2:30][CH2:31][CH3:32])[N:10]=[C:9]3[CH3:33])=[CH:6][CH:7]=2)[CH2:44][CH2:43]1)([C:37]([CH3:40])([CH3:39])[CH3:38])([CH3:36])[CH3:35], predict the reactants needed to synthesize it. The reactants are: [OH:1][C:2]1[CH:7]=[CH:6][C:5]([N:8]2[C:13](=[O:14])[C:12]([CH2:15][C:16]3[CH:21]=[CH:20][C:19]([C:22]4[C:23]([C:28]#[N:29])=[CH:24][CH:25]=[CH:26][CH:27]=4)=[CH:18][CH:17]=3)=[C:11]([CH2:30][CH2:31][CH3:32])[N:10]=[C:9]2[CH3:33])=[CH:4][CH:3]=1.[Si:34]([O:41][CH:42]1[CH2:47][CH2:46][CH:45](O)[CH2:44][CH2:43]1)([C:37]([CH3:40])([CH3:39])[CH3:38])([CH3:36])[CH3:35].C1(P(C2C=CC=CC=2)C2C=CC=CC=2)C=CC=CC=1.[N:69]([C:70]([O:72]C(C)C)=[O:71])=[N:69][C:70]([O:72]C(C)C)=[O:71]. (5) Given the product [F:18][C:19]1[CH:20]=[C:21]([CH:24]=[CH:25][C:26]=1[F:27])[CH2:22][N:1]1[CH2:2][CH2:3][CH:4]([NH:7][C:8]2[CH:13]=[CH:12][C:11]([C:14]([F:15])([F:17])[F:16])=[CH:10][N:9]=2)[CH2:5][CH2:6]1, predict the reactants needed to synthesize it. The reactants are: [NH:1]1[CH2:6][CH2:5][CH:4]([NH:7][C:8]2[CH:13]=[CH:12][C:11]([C:14]([F:17])([F:16])[F:15])=[CH:10][N:9]=2)[CH2:3][CH2:2]1.[F:18][C:19]1[CH:20]=[C:21]([CH:24]=[CH:25][C:26]=1[F:27])[CH2:22]Br.C(=O)([O-])[O-].[K+].[K+]. (6) The reactants are: Cl[CH2:2][CH2:3][CH2:4][C:5]([C:7]1[CH:12]=[CH:11][C:10]([O:13][C:14]2[CH:19]=[CH:18][CH:17]=[CH:16][CH:15]=2)=[CH:9][CH:8]=1)=[O:6].[NH:20]1[CH2:25][CH2:24][CH:23]([C:26]2[CH:27]=[C:28]([NH:32][C:33](=[O:36])[CH2:34][CH3:35])[CH:29]=[CH:30][CH:31]=2)[CH2:22][CH2:21]1. Given the product [O:6]=[C:5]([C:7]1[CH:12]=[CH:11][C:10]([O:13][C:14]2[CH:19]=[CH:18][CH:17]=[CH:16][CH:15]=2)=[CH:9][CH:8]=1)[CH2:4][CH2:3][CH2:2][N:20]1[CH2:25][CH2:24][CH:23]([C:26]2[CH:27]=[C:28]([NH:32][C:33](=[O:36])[CH2:34][CH3:35])[CH:29]=[CH:30][CH:31]=2)[CH2:22][CH2:21]1, predict the reactants needed to synthesize it. (7) Given the product [F:31][C:32]1[CH:37]=[C:36]([F:38])[CH:35]=[CH:34][C:33]=1[NH:39][C:40](=[O:63])[NH:41][C:42]1[CH:43]=[CH:44][C:45]([C:48]2[S:52][C:51]([CH:53]3[CH2:54][CH2:55][CH:56]([C:59]([OH:61])=[O:60])[CH2:57][CH2:58]3)=[N:50][CH:49]=2)=[CH:46][CH:47]=1, predict the reactants needed to synthesize it. The reactants are: FC(F)(F)C1C=C(NC(=O)NC2C=CC(C3SC(CCC(O)=O)=NC=3)=CC=2)C=CC=1.[F:31][C:32]1[CH:37]=[C:36]([F:38])[CH:35]=[CH:34][C:33]=1[NH:39][C:40](=[O:63])[NH:41][C:42]1[CH:47]=[CH:46][C:45]([C:48]2[S:52][C:51]([CH:53]3[CH2:58][CH2:57][CH:56]([C:59]([O:61]C)=[O:60])[CH2:55][CH2:54]3)=[N:50][CH:49]=2)=[CH:44][CH:43]=1.